From a dataset of Forward reaction prediction with 1.9M reactions from USPTO patents (1976-2016). Predict the product of the given reaction. (1) Given the reactants [N:1]12[CH2:8][CH2:7][CH:4]([CH2:5][CH2:6]1)[CH:3]([CH2:9][C:10]1[CH:15]=[C:14]([F:16])[CH:13]=[CH:12][C:11]=1[S:17]([Cl:20])(=[O:19])=[O:18])[CH2:2]2.FC1C=C(C=CC=1)C=C1C2CCN(CC2)C1, predict the reaction product. The product is: [N:1]12[CH2:8][CH2:7][CH:4]([CH2:5][CH2:6]1)[C:3](=[CH:9][C:10]1[CH:15]=[C:14]([F:16])[CH:13]=[CH:12][C:11]=1[S:17]([Cl:20])(=[O:19])=[O:18])[CH2:2]2. (2) The product is: [Cl:1][C:2]1[CH:7]=[CH:6][N:5]=[C:4]2[CH:8]=[C:9]([C:16]3[CH:21]=[CH:20][C:19]([O:22][CH3:23])=[CH:18][N:17]=3)[S:10][C:3]=12. Given the reactants [Cl:1][C:2]1[CH:7]=[CH:6][N:5]=[C:4]2[CH:8]=[C:9]([Sn](C)(C)C)[S:10][C:3]=12.I[C:16]1[CH:21]=[CH:20][C:19]([O:22][CH3:23])=[CH:18][N:17]=1, predict the reaction product. (3) Given the reactants Cl[C:2]1[N:7]=[CH:6][C:5]([S:8]([NH:11][CH:12]2[CH2:14][CH2:13]2)(=[O:10])=[O:9])=[CH:4][CH:3]=1.O.[NH3:16], predict the reaction product. The product is: [NH2:16][C:2]1[N:7]=[CH:6][C:5]([S:8]([NH:11][CH:12]2[CH2:14][CH2:13]2)(=[O:10])=[O:9])=[CH:4][CH:3]=1. (4) Given the reactants BrBr.C([N:6]1[C:10]([CH3:11])=[C:9]([C:12](=[O:14])[CH3:13])[N:8]=[C:7]1[CH3:15])(=O)C.[C:16]([O-])(O)=O.[Na+].[BrH:21], predict the reaction product. The product is: [Br:21][CH2:13][C:12]([C:9]1[N:8]([CH3:16])[C:7]([CH3:15])=[N:6][C:10]=1[CH3:11])=[O:14]. (5) The product is: [N:15]1[C:7]2[C:8]3[CH2:14][CH2:13][CH2:12][CH2:11][C:9]=3[O:23][C:6]=2[C:4]([OH:3])=[N:18][CH:16]=1. Given the reactants C([O:3][C:4]([C:6]1S[C:9]2[CH2:11][CH2:12][CH2:13][CH2:14][C:8]=2[C:7]=1[NH2:15])=O)C.[CH:16]([NH2:18])=O.CC([O-:23])(C)C.[K+], predict the reaction product. (6) Given the reactants [C:1]([C:3]1[CH:4]=[C:5]([C:13]2[O:17][N:16]=[C:15]([C:18]3[C:19]([CH3:32])=[C:20]4[C:25](=[CH:26][CH:27]=3)[CH2:24][N:23]([CH2:28][C:29]([OH:31])=O)[CH2:22][CH2:21]4)[N:14]=2)[CH:6]=[CH:7][C:8]=1[O:9][CH:10]([CH3:12])[CH3:11])#[N:2].CCN(C(C)C)C(C)C.CN(C(ON1N=NC2C=CC=NC1=2)=[N+](C)C)C.F[P-](F)(F)(F)(F)F.[ClH:66].[NH2:67][CH:68]([CH2:71][OH:72])[CH2:69][OH:70].Cl, predict the reaction product. The product is: [ClH:66].[C:1]([C:3]1[CH:4]=[C:5]([C:13]2[O:17][N:16]=[C:15]([C:18]3[C:19]([CH3:32])=[C:20]4[C:25](=[CH:26][CH:27]=3)[CH2:24][N:23]([CH2:28][C:29]([NH:67][CH:68]([CH2:71][OH:72])[CH2:69][OH:70])=[O:31])[CH2:22][CH2:21]4)[N:14]=2)[CH:6]=[CH:7][C:8]=1[O:9][CH:10]([CH3:11])[CH3:12])#[N:2]. (7) Given the reactants [CH3:1][O:2][C:3]1[C:11]2[O:10][C:9]([CH3:13])([CH3:12])[CH2:8][C:7]=2[CH:6]=[C:5]([C:14]([O:16]C)=[O:15])[CH:4]=1.[OH-].[Na+], predict the reaction product. The product is: [CH3:1][O:2][C:3]1[C:11]2[O:10][C:9]([CH3:13])([CH3:12])[CH2:8][C:7]=2[CH:6]=[C:5]([C:14]([OH:16])=[O:15])[CH:4]=1.